Dataset: Forward reaction prediction with 1.9M reactions from USPTO patents (1976-2016). Task: Predict the product of the given reaction. (1) Given the reactants [OH:1][CH:2]([C:13]1[C:21]2[C:16](=[CH:17][CH:18]=[CH:19][CH:20]=2)[N:15]2[CH2:22][N:23]([CH3:26])[CH2:24][CH2:25][C:14]=12)[C:3]1[CH:12]=[CH:11][C:6]([C:7]([O:9][CH3:10])=[O:8])=[CH:5][CH:4]=1.CC(OI1(OC(C)=O)(OC(C)=O)OC(=O)C2C=CC=CC1=2)=O, predict the reaction product. The product is: [CH3:26][N:23]1[CH2:24][CH2:25][C:14]2=[C:13]([C:2]([C:3]3[CH:12]=[CH:11][C:6]([C:7]([O:9][CH3:10])=[O:8])=[CH:5][CH:4]=3)=[O:1])[C:21]3[C:16]([N:15]2[CH2:22]1)=[CH:17][CH:18]=[CH:19][CH:20]=3. (2) Given the reactants [CH2:1]([Si:4]([CH3:7])([CH3:6])[CH3:5])[CH:2]=[CH2:3].[CH3:8][O:9][C:10](=[O:24])[C@@H:11]([NH:19][C:20](=[O:23])C=C)[CH2:12][C:13]1[CH:18]=[CH:17][CH:16]=[CH:15][CH:14]=1, predict the reaction product. The product is: [C:13]1([CH2:12][C@H:11]([NH:19][C:20](=[O:23])/[CH:3]=[CH:2]/[CH2:1][Si:4]([CH3:7])([CH3:6])[CH3:5])[C:10]([O:9][CH3:8])=[O:24])[CH:14]=[CH:15][CH:16]=[CH:17][CH:18]=1. (3) The product is: [F:6][C:7]1[CH:8]=[C:9]([CH:10]=[CH:11][C:12]=1[O:13][CH2:14][C:15]1[CH:20]=[CH:19][C:18]([F:21])=[CH:17][N:16]=1)[CH2:22][C:23]1[CH:28]=[C:27]([C:29]2[C:30]([NH2:35])=[N:31][CH:32]=[CH:33][CH:34]=2)[O:25][N:24]=1. Given the reactants O1CCCC1.[F:6][C:7]1[CH:8]=[C:9]([CH2:22][C:23](Cl)=[N:24][OH:25])[CH:10]=[CH:11][C:12]=1[O:13][CH2:14][C:15]1[CH:20]=[CH:19][C:18]([F:21])=[CH:17][N:16]=1.[C:27]([C:29]1[C:30]([NH2:35])=[N:31][CH:32]=[CH:33][CH:34]=1)#[CH:28], predict the reaction product.